From a dataset of Reaction yield outcomes from USPTO patents with 853,638 reactions. Predict the reaction yield, written as a fraction of the theoretical maximum amount of product (1.0 means a 100% yield; for example, 0.34 means a 34% yield). (1) The yield is 0.390. No catalyst specified. The reactants are C([O-])(=O)C.C([O:8][C@H:9]1[C@H:14]([O:15]C(=O)C)[C@@H:13]([CH2:19][O:20]C(=O)C)[O:12][C@H:11]([O:24][C:25]2[CH:30]=[CH:29][C:28]([C:31]3[CH:32]=[C:33]([C:41]([O:43][CH3:44])=[O:42])[CH:34]=[C:35]([C:37]([O:39][CH3:40])=[O:38])[CH:36]=3)=[CH:27][CH:26]=2)[C@H:10]1[F:45])(=O)C. The product is [F:45][C@H:10]1[C@@H:9]([OH:8])[C@H:14]([OH:15])[C@@H:13]([CH2:19][OH:20])[O:12][C@@H:11]1[O:24][C:25]1[CH:26]=[CH:27][C:28]([C:31]2[CH:36]=[C:35]([C:37]([O:39][CH3:40])=[O:38])[CH:34]=[C:33]([C:41]([O:43][CH3:44])=[O:42])[CH:32]=2)=[CH:29][CH:30]=1. (2) The reactants are [NH2:1][C:2]1[CH:7]=[CH:6][C:5]([C:8]2[C:13]3[C:14]([NH2:17])=[N:15][O:16][C:12]=3[CH:11]=[CH:10][CH:9]=2)=[CH:4][CH:3]=1.[N-:18]=[C:19]=[O:20].[Na+]. The catalyst is CC(O)=O.O. The product is [NH2:17][C:14]1[C:13]2[C:8]([C:5]3[CH:4]=[CH:3][C:2]([NH:1][C:19]([NH2:18])=[O:20])=[CH:7][CH:6]=3)=[CH:9][CH:10]=[CH:11][C:12]=2[O:16][N:15]=1. The yield is 0.650. (3) The reactants are [OH:1][C:2]1[C:9]([OH:10])=[CH:8][CH:7]=[CH:6][C:3]=1[CH:4]=[O:5].[C:11](=O)([O-])[O-].[K+].[K+].IC.O. The catalyst is CN(C)C=O. The product is [OH:10][C:9]1[C:2]([O:1][CH3:11])=[C:3]([CH:6]=[CH:7][CH:8]=1)[CH:4]=[O:5]. The yield is 0.400. (4) The reactants are [CH3:1][S:2]([NH:5][C:6]1[CH:7]=[C:8]([C:22](OC)=[O:23])[C:9]([C:12]2[CH:17]=[CH:16][C:15]([C:18]([F:21])([F:20])[F:19])=[CH:14][CH:13]=2)=[CH:10][CH:11]=1)(=[O:4])=[O:3].[H-].[Al+3].[Li+].[H-].[H-].[H-]. The catalyst is C(OCC)C. The product is [OH:23][CH2:22][C:8]1[CH:7]=[C:6]([NH:5][S:2]([CH3:1])(=[O:4])=[O:3])[CH:11]=[CH:10][C:9]=1[C:12]1[CH:17]=[CH:16][C:15]([C:18]([F:21])([F:19])[F:20])=[CH:14][CH:13]=1. The yield is 0.500. (5) The reactants are [H-].[Na+].[CH2:3]([O:10][C:11]1[CH:16]=[CH:15][N:14]=[C:13]([NH:17][C:18]2[CH:23]=[CH:22][CH:21]=[CH:20][N:19]=2)[CH:12]=1)[C:4]1[CH:9]=[CH:8][CH:7]=[CH:6][CH:5]=1.Br[CH2:25][CH2:26][CH2:27][CH2:28][CH2:29][CH2:30][C:31]([O:33][CH2:34][CH3:35])=[O:32].[O-]S([O-])(=S)=O.[Na+].[Na+]. The catalyst is CN(C=O)C.CCOC(C)=O. The product is [CH2:34]([O:33][C:31](=[O:32])[CH2:30][CH2:29][CH2:28][CH2:27][CH2:26][CH2:25][N:17]([C:13]1[CH:12]=[C:11]([O:10][CH2:3][C:4]2[CH:5]=[CH:6][CH:7]=[CH:8][CH:9]=2)[CH:16]=[CH:15][N:14]=1)[C:18]1[CH:23]=[CH:22][CH:21]=[CH:20][N:19]=1)[CH3:35]. The yield is 0.480. (6) The reactants are O=[C:2]1N[C@H](C(OC)=O)C[NH:4][CH2:3]1.C([N:14]([CH2:17][CH3:18])[CH2:15][CH3:16])C.[CH2:19](OC(Cl)=O)C=C.Cl. The catalyst is ClCCl.C(Cl)Cl.O. The product is [NH:4]1[C:16]2[CH:19]=[CH:18][CH:17]=[N:14][C:15]=2[CH:2]=[CH:3]1. The yield is 0.600. (7) The reactants are Cl[C:2]1[C:7]([CH3:8])=[C:6]([C:9]2[C:10]([CH3:15])=[N:11][O:12][C:13]=2[CH3:14])[N:5]=[C:4]([C:16]2[CH:17]=[C:18]([OH:26])[CH:19]=[CH:20][C:21]=2[C:22]([F:25])([F:24])[F:23])[N:3]=1.Cl.[N:28]1[C:33]2[CH2:34][NH:35][CH2:36][C:32]=2[CH:31]=[N:30][CH:29]=1.CCN(CC)CC. The catalyst is CS(C)=O.O. The product is [CH3:15][C:10]1[C:9]([C:6]2[C:7]([CH3:8])=[C:2]([N:35]3[CH2:36][C:32]4[CH:31]=[N:30][CH:29]=[N:28][C:33]=4[CH2:34]3)[N:3]=[C:4]([C:16]3[CH:17]=[C:18]([OH:26])[CH:19]=[CH:20][C:21]=3[C:22]([F:23])([F:25])[F:24])[N:5]=2)=[C:13]([CH3:14])[O:12][N:11]=1. The yield is 0.770.